Predict the product of the given reaction. From a dataset of Forward reaction prediction with 1.9M reactions from USPTO patents (1976-2016). (1) Given the reactants [OH:1][CH:2]1[CH2:7][NH:6][C:5](=[O:8])[CH2:4][CH2:3]1.CCN(C(C)C)C(C)C.Cl[C:19](Cl)([O:21]C(=O)OC(Cl)(Cl)Cl)Cl.Cl.[F:31][C:32]1[CH:33]=[C:34]([C@@H:43]([C:45]2[C:50]([F:51])=[CH:49][CH:48]=[CH:47][N:46]=2)[NH2:44])[CH:35]=[CH:36][C:37]=1[O:38][C:39]([F:42])([F:41])[F:40].[Cl-].[NH4+], predict the reaction product. The product is: [F:31][C:32]1[CH:33]=[C:34]([C@H:43]([NH:44][C:19](=[O:21])[O:1][CH:2]2[CH2:3][CH2:4][C:5](=[O:8])[NH:6][CH2:7]2)[C:45]2[C:50]([F:51])=[CH:49][CH:48]=[CH:47][N:46]=2)[CH:35]=[CH:36][C:37]=1[O:38][C:39]([F:42])([F:41])[F:40]. (2) Given the reactants FC(F)(F)C(O)=O.[Cl:8][C:9]1[CH:10]=[C:11]([CH:15]2[C:19]([C:22]3[CH:27]=[CH:26][C:25]([Cl:28])=[CH:24][CH:23]=3)([C:20]#[N:21])[CH:18]([CH:29]([CH3:31])[CH3:30])[NH:17][CH:16]2[C:32](O)=[O:33])[CH:12]=[CH:13][CH:14]=1.CC1(C)[O:40][C@@H:39]([CH2:41][CH2:42][NH2:43])[CH2:38][O:37]1.CN(C(ON1N=NC2C=CC=NC1=2)=[N+](C)C)C.F[P-](F)(F)(F)(F)F.CCN(C(C)C)C(C)C.Cl, predict the reaction product. The product is: [OH:40][C@H:39]([CH2:38][OH:37])[CH2:41][CH2:42][NH:43][C:32]([CH:16]1[CH:15]([C:11]2[CH:12]=[CH:13][CH:14]=[C:9]([Cl:8])[CH:10]=2)[C:19]([C:22]2[CH:27]=[CH:26][C:25]([Cl:28])=[CH:24][CH:23]=2)([C:20]#[N:21])[CH:18]([CH:29]([CH3:30])[CH3:31])[NH:17]1)=[O:33]. (3) Given the reactants [Cl:1][C:2]1[C:3]([CH3:11])=[N:4][NH:5][C:6]=1[C:7]([F:10])([F:9])[F:8].[C:12](=O)([O-])[O-].[K+].[K+].[CH3:18][O:19][C:20](=[O:31])[CH:21](Br)[C:22]1[CH:27]=[CH:26][CH:25]=[C:24]([O:28][CH3:29])[CH:23]=1, predict the reaction product. The product is: [CH2:18]([O:19][C:20](=[O:31])[CH:21]([N:4]1[C:3]([CH3:11])=[C:2]([Cl:1])[C:6]([C:7]([F:9])([F:10])[F:8])=[N:5]1)[C:22]1[CH:27]=[CH:26][CH:25]=[C:24]([O:28][CH3:29])[CH:23]=1)[CH3:12]. (4) Given the reactants [NH2:1][CH:2]([C:6]1[CH:11]=[CH:10][CH:9]=[C:8]([Cl:12])[C:7]=1[Cl:13])[C:3](O)=[O:4].B.C1COCC1.[OH-].[Na+], predict the reaction product. The product is: [NH2:1][CH:2]([C:6]1[CH:11]=[CH:10][CH:9]=[C:8]([Cl:12])[C:7]=1[Cl:13])[CH2:3][OH:4]. (5) Given the reactants [CH2:1]([CH:3]([CH2:29][CH2:30][CH2:31][CH3:32])[CH2:4][C:5]1[CH:6]=[C:7]2[C:28]3[CH:27]=[CH:26][S:25][C:24]=3[C:20]3[S:21][CH:22]=[CH:23][C:19]=3[C:8]2=[CH:9][C:10]=1[CH2:11][CH:12]([CH2:17][CH3:18])[CH2:13][CH2:14][CH2:15][CH3:16])[CH3:2].C([Li])(C)(C)C.[CH3:38][Sn:39](Cl)([CH3:41])[CH3:40], predict the reaction product. The product is: [CH2:1]([CH:3]([CH2:29][CH2:30][CH2:31][CH3:32])[CH2:4][C:5]1[CH:6]=[C:7]2[C:28]3[CH:27]=[C:26]([Sn:39]([CH3:41])([CH3:40])[CH3:38])[S:25][C:24]=3[C:20]3[S:21][C:22]([Sn:39]([CH3:41])([CH3:40])[CH3:38])=[CH:23][C:19]=3[C:8]2=[CH:9][C:10]=1[CH2:11][CH:12]([CH2:17][CH3:18])[CH2:13][CH2:14][CH2:15][CH3:16])[CH3:2]. (6) Given the reactants Br[C:2]1[C:3]([C:8]2[CH:13]=[CH:12][C:11]([F:14])=[CH:10][CH:9]=2)=[N:4][N:5]([CH3:7])[CH:6]=1.CC1(C)C(C)(C)OB([C:23]2[CH:24]=[CH:25][C:26]3[N:27]([CH:29]=[C:30]([NH:32][C:33](=[O:35])[CH3:34])[N:31]=3)[N:28]=2)O1.[O-]P([O-])([O-])=O.[K+].[K+].[K+], predict the reaction product. The product is: [F:14][C:11]1[CH:12]=[CH:13][C:8]([C:3]2[C:2]([C:23]3[CH:24]=[CH:25][C:26]4[N:27]([CH:29]=[C:30]([NH:32][C:33](=[O:35])[CH3:34])[N:31]=4)[N:28]=3)=[CH:6][N:5]([CH3:7])[N:4]=2)=[CH:9][CH:10]=1.